From a dataset of Catalyst prediction with 721,799 reactions and 888 catalyst types from USPTO. Predict which catalyst facilitates the given reaction. (1) Reactant: [N+:1]([C:4]1[CH:5]=[C:6]([CH2:10][C:11]([O:13][CH2:14][CH3:15])=[O:12])[CH:7]=[CH:8][CH:9]=1)([O-])=O. Product: [NH2:1][C:4]1[CH:5]=[C:6]([CH2:10][C:11]([O:13][CH2:14][CH3:15])=[O:12])[CH:7]=[CH:8][CH:9]=1. The catalyst class is: 19. (2) Reactant: Cl.Cl.[Cl:3][C:4]1[C:8]([NH:9][CH2:10][CH3:11])=[CH:7][N:6]([C:12]2[CH:13]=[N:14][CH:15]=[CH:16][CH:17]=2)[N:5]=1.C(N(CC)CC)C.[C:25]([O:28][CH:29]([CH3:33])[C:30](Cl)=[O:31])(=[O:27])[CH3:26]. Product: [C:25]([O:28][CH:29]([CH3:33])[C:30]([N:9]([C:8]1[C:4]([Cl:3])=[N:5][N:6]([C:12]2[CH:13]=[N:14][CH:15]=[CH:16][CH:17]=2)[CH:7]=1)[CH2:10][CH3:11])=[O:31])(=[O:27])[CH3:26]. The catalyst class is: 2. (3) Reactant: [CH3:1][C:2]1[C:10]2[N:9]=[CH:8][NH:7][C:6]=2[CH:5]=[CH:4][CH:3]=1.C(=O)([O-])[O-].[K+].[K+].[CH2:17](Cl)[C:18]1[CH:23]=[CH:22][CH:21]=[CH:20][CH:19]=1. Product: [CH2:17]([N:7]1[C:6]2[CH:5]=[CH:4][CH:3]=[C:2]([CH3:1])[C:10]=2[N:9]=[CH:8]1)[C:18]1[CH:23]=[CH:22][CH:21]=[CH:20][CH:19]=1. The catalyst class is: 9. (4) Reactant: [C:1]([O:5][C:6]([N:8]1[CH2:12][C@@H:11]([N:13]=[N+]=[N-])[C@H:10]([F:16])[C@H:9]1[C:17](=[O:28])[NH:18][CH2:19][C:20]1[CH:25]=[CH:24][CH:23]=[C:22]([Cl:26])[C:21]=1[F:27])=[O:7])([CH3:4])([CH3:3])[CH3:2].CP(C)C.O. Product: [C:1]([O:5][C:6]([N:8]1[CH2:12][C@@H:11]([NH2:13])[C@H:10]([F:16])[C@H:9]1[C:17](=[O:28])[NH:18][CH2:19][C:20]1[CH:25]=[CH:24][CH:23]=[C:22]([Cl:26])[C:21]=1[F:27])=[O:7])([CH3:4])([CH3:2])[CH3:3]. The catalyst class is: 1. (5) Reactant: [CH3:1][S:2]([N:5]([C:10]1[CH:19]=[C:18]([S:20]([CH3:23])(=[O:22])=[O:21])[CH:17]=[CH:16][C:11]=1[C:12]([O:14]C)=[O:13])S(C)(=O)=O)(=[O:4])=[O:3].O.[OH-].[Li+].Cl. The catalyst class is: 5. Product: [CH3:1][S:2]([NH:5][C:10]1[CH:19]=[C:18]([S:20]([CH3:23])(=[O:22])=[O:21])[CH:17]=[CH:16][C:11]=1[C:12]([OH:14])=[O:13])(=[O:3])=[O:4].